From a dataset of NCI-60 drug combinations with 297,098 pairs across 59 cell lines. Regression. Given two drug SMILES strings and cell line genomic features, predict the synergy score measuring deviation from expected non-interaction effect. (1) Drug 1: CC1=C2C(C(=O)C3(C(CC4C(C3C(C(C2(C)C)(CC1OC(=O)C(C(C5=CC=CC=C5)NC(=O)C6=CC=CC=C6)O)O)OC(=O)C7=CC=CC=C7)(CO4)OC(=O)C)O)C)OC(=O)C. Drug 2: CC=C1C(=O)NC(C(=O)OC2CC(=O)NC(C(=O)NC(CSSCCC=C2)C(=O)N1)C(C)C)C(C)C. Cell line: SW-620. Synergy scores: CSS=28.3, Synergy_ZIP=1.61, Synergy_Bliss=1.97, Synergy_Loewe=-5.47, Synergy_HSA=3.20. (2) Drug 1: CCCCCOC(=O)NC1=NC(=O)N(C=C1F)C2C(C(C(O2)C)O)O. Drug 2: CCN(CC)CCCC(C)NC1=C2C=C(C=CC2=NC3=C1C=CC(=C3)Cl)OC. Cell line: MDA-MB-231. Synergy scores: CSS=17.4, Synergy_ZIP=-6.47, Synergy_Bliss=0.170, Synergy_Loewe=-21.2, Synergy_HSA=-1.51. (3) Drug 1: C1CCN(CC1)CCOC2=CC=C(C=C2)C(=O)C3=C(SC4=C3C=CC(=C4)O)C5=CC=C(C=C5)O. Cell line: SK-MEL-5. Synergy scores: CSS=-7.66, Synergy_ZIP=8.17, Synergy_Bliss=7.03, Synergy_Loewe=-7.25, Synergy_HSA=-4.90. Drug 2: CC(C)CN1C=NC2=C1C3=CC=CC=C3N=C2N. (4) Drug 1: C1CCC(C1)C(CC#N)N2C=C(C=N2)C3=C4C=CNC4=NC=N3. Drug 2: CN1CCC(CC1)COC2=C(C=C3C(=C2)N=CN=C3NC4=C(C=C(C=C4)Br)F)OC. Cell line: NCI/ADR-RES. Synergy scores: CSS=3.28, Synergy_ZIP=-1.72, Synergy_Bliss=-1.03, Synergy_Loewe=-5.05, Synergy_HSA=-1.85.